This data is from Catalyst prediction with 721,799 reactions and 888 catalyst types from USPTO. The task is: Predict which catalyst facilitates the given reaction. (1) Reactant: C([O:3][C:4]([C:6]1[C:7]([NH2:24])=[N:8][N:9]([CH2:11][C:12]2[CH:17]=[CH:16][C:15]([CH2:18][N:19]3[CH:23]=[CH:22][CH:21]=[N:20]3)=[CH:14][CH:13]=2)[CH:10]=1)=[O:5])C.[OH-].[Na+]. Product: [NH2:24][C:7]1[C:6]([C:4]([OH:5])=[O:3])=[CH:10][N:9]([CH2:11][C:12]2[CH:13]=[CH:14][C:15]([CH2:18][N:19]3[CH:23]=[CH:22][CH:21]=[N:20]3)=[CH:16][CH:17]=2)[N:8]=1. The catalyst class is: 8. (2) Reactant: [CH2:1]([C:3]1[CH:12]=[C:11]([O:13]C)[C:10]2[C:9](=[O:15])[NH:8][C@H:7]3[CH2:16][N:17]([C:19]([O:21][C:22]([CH3:25])([CH3:24])[CH3:23])=[O:20])[CH2:18][C@@H:6]3[C:5]=2[CH:4]=1)[CH3:2].C(C1C=C(OC)C2C(=O)N[C@@H]3CN(C(OC(C)(C)C)=O)C[C@H]3C=2C=1)C.B(Br)(Br)Br.[OH-].[Na+].C(OC(OC(C)(C)C)=O)(OC(C)(C)C)=O. Product: [CH2:1]([C:3]1[CH:12]=[C:11]([OH:13])[C:10]2[C:9](=[O:15])[NH:8][C@H:7]3[CH2:16][N:17]([C:19]([O:21][C:22]([CH3:23])([CH3:25])[CH3:24])=[O:20])[CH2:18][C@@H:6]3[C:5]=2[CH:4]=1)[CH3:2]. The catalyst class is: 473. (3) Reactant: C([Li])CCC.[CH3:6][C:7]1[N:8]([C:12]([C:25]2[CH:30]=[CH:29][CH:28]=[CH:27][CH:26]=2)([C:19]2[CH:24]=[CH:23][CH:22]=[CH:21][CH:20]=2)[C:13]2[CH:18]=[CH:17][CH:16]=[CH:15][CH:14]=2)[CH:9]=[CH:10][N:11]=1.[Cl:31][C:32]1[CH:39]=[CH:38][C:35]([CH:36]=[O:37])=[CH:34][CH:33]=1. Product: [Cl:31][C:32]1[CH:39]=[CH:38][C:35]([CH:36]([OH:37])[CH2:6][C:7]2[N:8]([C:12]([C:13]3[CH:18]=[CH:17][CH:16]=[CH:15][CH:14]=3)([C:19]3[CH:20]=[CH:21][CH:22]=[CH:23][CH:24]=3)[C:25]3[CH:30]=[CH:29][CH:28]=[CH:27][CH:26]=3)[CH:9]=[CH:10][N:11]=2)=[CH:34][CH:33]=1. The catalyst class is: 1. (4) Reactant: [NH4+].[Cl-].CC[N:5](CC)CC.[C:10]([O:14][C:15]([N:17]1[CH2:37][CH2:36][C:20]2([C:25]3=[CH:26][CH:27]=[CH:28][N:24]3[C:23]3[CH:29]=[CH:30][C:31]([C:33]([OH:35])=O)=[CH:32][C:22]=3[O:21]2)[CH2:19][CH2:18]1)=[O:16])([CH3:13])([CH3:12])[CH3:11].CN(C(ON1N=NC2C=CC=NC1=2)=[N+](C)C)C.F[P-](F)(F)(F)(F)F. Product: [C:33]([C:31]1[CH:30]=[CH:29][C:23]2[N:24]3[CH:28]=[CH:27][CH:26]=[C:25]3[C:20]3([CH2:19][CH2:18][N:17]([C:15]([O:14][C:10]([CH3:13])([CH3:12])[CH3:11])=[O:16])[CH2:37][CH2:36]3)[O:21][C:22]=2[CH:32]=1)(=[O:35])[NH2:5]. The catalyst class is: 39. (5) The catalyst class is: 607. Reactant: [Br:1][C:2]1[CH:3]=[CH:4][C:5]([O:11][CH2:12][CH3:13])=[C:6]([CH:10]=1)[C:7]([OH:9])=O.Cl.[CH3:15][O:16][C:17](=[O:30])[C@@H:18]([CH2:20][C:21]1[C:29]2[C:24](=[CH:25][CH:26]=[CH:27][CH:28]=2)[NH:23][CH:22]=1)[NH2:19].C1C=CC2N(O)N=NC=2C=1.C(N(C(C)C)CC)(C)C. Product: [Br:1][C:2]1[CH:3]=[CH:4][C:5]([O:11][CH2:12][CH3:13])=[C:6]([CH:10]=1)[C:7]([NH:19][C@H:18]([CH2:20][C:21]1[C:29]2[C:24](=[CH:25][CH:26]=[CH:27][CH:28]=2)[NH:23][CH:22]=1)[C:17]([O:16][CH3:15])=[O:30])=[O:9]. (6) Reactant: [SH:1][C:2]1[NH:3][C:4]2[CH:10]=[CH:9][CH:8]=[CH:7][C:5]=2[N:6]=1.[OH-].[Na+].[CH2:13](Br)[C:14]([C:16]1[CH:21]=[CH:20][CH:19]=[CH:18][CH:17]=1)=[O:15]. Product: [NH:3]1[C:4]2[CH:10]=[CH:9][CH:8]=[CH:7][C:5]=2[N:6]=[C:2]1[S:1][CH2:13][C:14]([C:16]1[CH:21]=[CH:20][CH:19]=[CH:18][CH:17]=1)=[O:15]. The catalyst class is: 5. (7) Reactant: [CH:1]1([CH3:11])[CH2:6][CH2:5][CH:4]([CH:7]([CH3:9])[CH3:8])[C:3](=[O:10])[CH2:2]1.[C:12]([OH:17])(=[O:16])[C@H:13]([CH3:15])O.CC1C=CC(S(O)(=O)=O)=CC=1. Product: [CH:7]([C@@H:4]1[CH2:5][CH2:6][C@@H:1]([CH3:11])[CH2:2][C:3]21[O:17][C:12](=[O:16])[C@H:13]([CH3:15])[O:10]2)([CH3:8])[CH3:9]. The catalyst class is: 11. (8) Reactant: C([Mg]Cl)(C)C.[Br:6][C:7]1[CH:12]=[CH:11][C:10](I)=[C:9]([F:14])[CH:8]=1.[C:15](=[C:18]1[C:23](=[O:24])[O:22][C:21]([CH3:26])([CH3:25])[O:20][C:19]1=[O:27])([CH3:17])[CH3:16]. Product: [Br:6][C:7]1[CH:12]=[CH:11][C:10]([C:15]([CH:18]2[C:19](=[O:27])[O:20][C:21]([CH3:25])([CH3:26])[O:22][C:23]2=[O:24])([CH3:17])[CH3:16])=[C:9]([F:14])[CH:8]=1. The catalyst class is: 182. (9) Reactant: CN[C:3]([C:5]1[CH:10]=[C:9]([O:11][C:12]2[CH:17]=[CH:16][C:15]([NH2:18])=[CH:14][CH:13]=2)[CH:8]=[CH:7][N:6]=1)=[O:4].[CH3:19]NC(C1C=C(Cl)C=CN=1)=O. Product: [NH2:18][C:15]1[CH:14]=[CH:13][C:12]([O:11][C:9]2[CH:8]=[CH:7][N:6]=[C:5]([C:3](=[O:4])[CH3:19])[CH:10]=2)=[CH:17][CH:16]=1. The catalyst class is: 25. (10) Reactant: [C:1]([O:4][CH:5]1[CH:9]([O:10][CH2:11][C:12]2[CH:17]=[CH:16][CH:15]=[CH:14][CH:13]=2)[C:8]([C:20]([C:33]2[CH:38]=[CH:37][CH:36]=[CH:35][CH:34]=2)([C:27]2[CH:32]=[CH:31][CH:30]=[CH:29][CH:28]=2)[O:21][SiH2:22][C:23]([CH3:26])([CH3:25])[CH3:24])([CH:18]=[CH2:19])[O:7][CH:6]1OC(=O)C)(=[O:3])[CH3:2].O([Si](C)(C)C)S(C(F)(F)F)(=O)=O.[C:55]([NH:63][C:64]1[N:72]=[CH:71][N:70]=[C:69]2[C:65]=1[NH:66][CH:67]=[N:68]2)(=[O:62])[C:56]1[CH:61]=[CH:60][CH:59]=[CH:58][CH:57]=1. Product: [C:55]([NH:63][C:64]1[N:72]=[CH:71][N:70]=[C:69]2[C:65]=1[N:66]=[CH:67][N:68]2[CH:6]1[CH:5]([O:4][C:1](=[O:3])[CH3:2])[CH:9]([O:10][CH2:11][C:12]2[CH:13]=[CH:14][CH:15]=[CH:16][CH:17]=2)[C:8]([C:20]([C:33]2[CH:34]=[CH:35][CH:36]=[CH:37][CH:38]=2)([C:27]2[CH:28]=[CH:29][CH:30]=[CH:31][CH:32]=2)[O:21][SiH2:22][C:23]([CH3:24])([CH3:25])[CH3:26])([CH:18]=[CH2:19])[O:7]1)(=[O:62])[C:56]1[CH:61]=[CH:60][CH:59]=[CH:58][CH:57]=1. The catalyst class is: 10.